This data is from TCR-epitope binding with 47,182 pairs between 192 epitopes and 23,139 TCRs. The task is: Binary Classification. Given a T-cell receptor sequence (or CDR3 region) and an epitope sequence, predict whether binding occurs between them. The epitope is FLRGRAYGL. The TCR CDR3 sequence is CATSDLSSGRPGSYNEQFF. Result: 0 (the TCR does not bind to the epitope).